Dataset: Reaction yield outcomes from USPTO patents with 853,638 reactions. Task: Predict the reaction yield, written as a fraction of the theoretical maximum amount of product (1.0 means a 100% yield; for example, 0.34 means a 34% yield). The reactants are Br[C:2]1[CH:7]=[CH:6][CH:5]=[CH:4][C:3]=1[CH2:8][C:9]([O-:11])=[O:10].[Cl:12][C:13]1[CH:18]=[CH:17][C:16]([OH:19])=[CH:15][CH:14]=1.C(=O)([O-])[O-].[Cs+].[Cs+].CN(C)CC(O)=O.Cl. The catalyst is O1CCOCC1.[Cu]Cl.CCOC(C)=O. The product is [Cl:12][C:13]1[CH:18]=[CH:17][C:16]([O:19][C:2]2[CH:7]=[CH:6][CH:5]=[CH:4][C:3]=2[CH2:8][C:9]([OH:11])=[O:10])=[CH:15][CH:14]=1. The yield is 0.700.